This data is from Reaction yield outcomes from USPTO patents with 853,638 reactions. The task is: Predict the reaction yield, written as a fraction of the theoretical maximum amount of product (1.0 means a 100% yield; for example, 0.34 means a 34% yield). (1) The reactants are [C:1]([O:5][C:6](=[O:13])[NH:7][CH2:8][C:9]#[C:10][CH2:11][NH2:12])([CH3:4])([CH3:3])[CH3:2].[F:14][C:15]1[CH:20]=[CH:19][C:18]([CH:21]([C:29]2[CH:34]=[CH:33][C:32]([F:35])=[CH:31][CH:30]=2)[CH2:22][CH2:23][CH2:24][CH2:25][C:26](O)=[O:27])=[CH:17][CH:16]=1.C(Cl)CCl. The catalyst is C(Cl)Cl.CN(C1C=CN=CC=1)C. The product is [C:1]([O:5][C:6](=[O:13])[NH:7][CH2:8][C:9]#[C:10][CH2:11][NH:12][C:26](=[O:27])[CH2:25][CH2:24][CH2:23][CH2:22][CH:21]([C:29]1[CH:30]=[CH:31][C:32]([F:35])=[CH:33][CH:34]=1)[C:18]1[CH:19]=[CH:20][C:15]([F:14])=[CH:16][CH:17]=1)([CH3:4])([CH3:2])[CH3:3]. The yield is 0.720. (2) The reactants are CC(C)(C)C([N:5]1[C:13]2[C:8](=[CH:9][C:10]([NH:14][CH:15]3[CH2:20][CH2:19][CH2:18][N:17]([C:21](=O)[C:22]4[CH:27]=[CH:26][CH:25]=[C:24]([S:28][CH3:29])[CH:23]=4)[CH2:16]3)=[CH:11][CH:12]=2)[CH:7]=[N:6]1)=O.CSC. The catalyst is C1COCC1. The product is [CH3:29][S:28][C:24]1[CH:23]=[C:22]([CH:27]=[CH:26][CH:25]=1)[CH2:21][N:17]1[CH2:18][CH2:19][CH2:20][CH:15]([NH:14][C:10]2[CH:9]=[C:8]3[C:13](=[CH:12][CH:11]=2)[NH:5][N:6]=[CH:7]3)[CH2:16]1. The yield is 0.410. (3) The reactants are C(OC(=O)[NH:7][C@H:8]([CH2:33][C:34]1[CH:39]=[C:38]([F:40])[C:37]([F:41])=[CH:36][C:35]=1[F:42])[CH2:9][C:10]([N:12]1[CH2:17][CH2:16][N:15]2[C:18]([C:29]([F:32])([F:31])[F:30])=[N:19][C:20]([C:21]([N:23]3[CH2:27][CH2:26][C@@H:25]([OH:28])[CH2:24]3)=[O:22])=[C:14]2[CH2:13]1)=[O:11])(C)(C)C.[ClH:44]. The catalyst is C(OCC)(=O)C. The product is [ClH:44].[NH2:7][C@H:8]([CH2:33][C:34]1[CH:39]=[C:38]([F:40])[C:37]([F:41])=[CH:36][C:35]=1[F:42])[CH2:9][C:10]([N:12]1[CH2:17][CH2:16][N:15]2[C:18]([C:29]([F:32])([F:31])[F:30])=[N:19][C:20]([C:21]([N:23]3[CH2:27][CH2:26][C@@H:25]([OH:28])[CH2:24]3)=[O:22])=[C:14]2[CH2:13]1)=[O:11]. The yield is 0.720. (4) The reactants are [CH:1]1([NH2:7])[CH2:6][CH2:5][CH2:4][CH2:3][CH2:2]1.[CH3:8][CH:9]1[S:13](=[O:15])(=[O:14])[O:12][CH2:11][CH2:10]1. The catalyst is O1CCCC1. The yield is 0.590. The product is [CH:1]1([NH:7][CH2:11][CH2:10][CH:9]([S:13]([OH:15])(=[O:14])=[O:12])[CH3:8])[CH2:6][CH2:5][CH2:4][CH2:3][CH2:2]1. (5) The reactants are [C:1]([O:5][C:6]([N:8]1[CH2:13][CH2:12][CH:11]([C:14]([OH:16])=O)[CH2:10][CH2:9]1)=[O:7])([CH3:4])([CH3:3])[CH3:2].CN(C=O)C.C1C=CC2N(O)N=NC=2C=1.[NH2:32][CH2:33][CH2:34][N:35]1[CH2:40][CH2:39][O:38][CH2:37][CH2:36]1.CCN(C(C)C)C(C)C. No catalyst specified. The product is [O:38]1[CH2:39][CH2:40][N:35]([CH2:34][CH2:33][NH:32][C:14]([CH:11]2[CH2:10][CH2:9][N:8]([C:6]([O:5][C:1]([CH3:2])([CH3:3])[CH3:4])=[O:7])[CH2:13][CH2:12]2)=[O:16])[CH2:36][CH2:37]1. The yield is 0.337. (6) The reactants are O[C:2]1[C:11]2[C:6](=[CH:7][C:8]([O:12]C)=[CH:9][CH:10]=2)[N:5]=[CH:4][C:3]=1[C:14]([O:16][CH2:17][CH3:18])=[O:15].C1C=CC(C2C=CC=CC=2)=CC=1.C1C=CC(OC2C=CC=CC=2)=CC=1.COC1C=C(NC=C(C(OCC)=O)C(OCC)=O)C=CC=1. No catalyst specified. The product is [OH:12][C:8]1[CH:7]=[C:6]2[C:11]([CH:2]=[C:3]([C:14]([O:16][CH2:17][CH3:18])=[O:15])[CH:4]=[N:5]2)=[CH:10][CH:9]=1. The yield is 0.900.